This data is from HIV replication inhibition screening data with 41,000+ compounds from the AIDS Antiviral Screen. The task is: Binary Classification. Given a drug SMILES string, predict its activity (active/inactive) in a high-throughput screening assay against a specified biological target. The drug is CC(c1ccccc1O)C1CCCCC1N=O. The result is 0 (inactive).